Dataset: Reaction yield outcomes from USPTO patents with 853,638 reactions. Task: Predict the reaction yield, written as a fraction of the theoretical maximum amount of product (1.0 means a 100% yield; for example, 0.34 means a 34% yield). (1) The catalyst is ClCCl. The product is [CH3:20][C:16]1[NH:15][N:14]([C:11]2[N:12]=[CH:13][C:8]([NH:7][S:29]([C:25]3[CH:26]=[CH:27][CH:28]=[C:23]([O:22][CH3:21])[CH:24]=3)(=[O:31])=[O:30])=[CH:9][CH:10]=2)[C:18](=[O:19])[CH:17]=1. The yield is 0.620. The reactants are N1C=CC=CC=1.[NH2:7][C:8]1[CH:9]=[CH:10][C:11]([N:14]2[C:18](=[O:19])[CH:17]=[C:16]([CH3:20])[NH:15]2)=[N:12][CH:13]=1.[CH3:21][O:22][C:23]1[CH:24]=[C:25]([S:29](Cl)(=[O:31])=[O:30])[CH:26]=[CH:27][CH:28]=1. (2) The reactants are [OH-].[Na+].N1CCC[C@H]1C(O)=O.I[C:12]1[CH:13]=[C:14]([C:23]([O:25][CH2:26][CH3:27])=[O:24])[C:15]2[O:19][C:18]([CH3:21])([CH3:20])[CH2:17][C:16]=2[CH:22]=1.[CH3:28][S:29]([O-:31])=[O:30]. The catalyst is CS(C)=O.[Cu]I.O. The product is [CH3:20][C:18]1([CH3:21])[CH2:17][C:16]2[CH:22]=[C:12]([S:29]([CH3:28])(=[O:31])=[O:30])[CH:13]=[C:14]([C:23]([O:25][CH2:26][CH3:27])=[O:24])[C:15]=2[O:19]1. The yield is 0.440.